From a dataset of Full USPTO retrosynthesis dataset with 1.9M reactions from patents (1976-2016). Predict the reactants needed to synthesize the given product. (1) Given the product [Cl:27][C:24]1[N:25]=[CH:26][C:21]([C:2]2[CH:14]=[CH:13][C:5]3[N:6]=[C:7]([NH:9][C:10](=[O:12])[CH3:11])[S:8][C:4]=3[CH:3]=2)=[CH:22][C:23]=1[NH:28][S:29]([C:32]1[CH:33]=[CH:34][CH:35]=[CH:36][CH:37]=1)(=[O:31])=[O:30], predict the reactants needed to synthesize it. The reactants are: Br[C:2]1[CH:14]=[CH:13][C:5]2[N:6]=[C:7]([NH:9][C:10](=[O:12])[CH3:11])[S:8][C:4]=2[CH:3]=1.CC([O-])=O.[K+].Br[C:21]1[CH:22]=[C:23]([N:28](S(C2C=CC=CC=2)(=O)=O)[S:29]([C:32]2[CH:37]=[CH:36][CH:35]=[CH:34][CH:33]=2)(=[O:31])=[O:30])[C:24]([Cl:27])=[N:25][CH:26]=1.C([O-])([O-])=O.[Cs+].[Cs+].CC[O-].[Na+]. (2) Given the product [F:24][C:19]1[CH:18]=[C:17]([CH:22]=[C:21]([F:23])[CH:20]=1)[CH2:16][N:14]1[CH:15]=[C:11]([C:10]2[C:4]3[C:5](=[N:6][CH:7]=[C:2]([C:76]4[CH:75]=[CH:74][C:73]([C:87]5[CH2:92][CH2:91][N:90]([C:93]([O:95][C:96]([CH3:98])([CH3:97])[CH3:99])=[O:94])[CH2:89][CH:88]=5)=[C:72]([F:71])[CH:77]=4)[CH:3]=3)[N:8]([S:25]([C:28]3[CH:29]=[CH:30][C:31]([CH3:32])=[CH:33][CH:34]=3)(=[O:26])=[O:27])[CH:9]=2)[CH:12]=[N:13]1, predict the reactants needed to synthesize it. The reactants are: Br[C:2]1[CH:3]=[C:4]2[C:10]([C:11]3[CH:12]=[N:13][N:14]([CH2:16][C:17]4[CH:22]=[C:21]([F:23])[CH:20]=[C:19]([F:24])[CH:18]=4)[CH:15]=3)=[CH:9][N:8]([S:25]([C:28]3[CH:34]=[CH:33][C:31]([CH3:32])=[CH:30][CH:29]=3)(=[O:27])=[O:26])[C:5]2=[N:6][CH:7]=1.FC1C=C(C=C(F)C=1)CN1C=C(C2C3C(=NC=C(C4C=CC(OC)=C(NS(C)(=O)=O)C=4)C=3)NC=2)C=N1.[F:71][C:72]1[CH:77]=[C:76](B2OC(C)(C)C(C)(C)O2)[CH:75]=[CH:74][C:73]=1[C:87]1[CH2:92][CH2:91][N:90]([C:93]([O:95][C:96]([CH3:99])([CH3:98])[CH3:97])=[O:94])[CH2:89][CH:88]=1.P([O-])([O-])([O-])=O.[K+].[K+].[K+].C1(P(C2CCCCC2)C2CCCCC2)CCCCC1. (3) The reactants are: C([NH2:4])(C)C.Cl.[C:6]([O:10][C:11]([NH:13][CH:14]([CH2:21][CH:22]([C:26]1[CH:31]=[C:30]([F:32])[CH:29]=[C:28]([F:33])[C:27]=1[F:34])[C:23](=O)[CH3:24])[C:15](OC(C)C)=[O:16])=[O:12])([CH3:9])([CH3:8])[CH3:7]. Given the product [CH3:24][C@H:23]1[NH:4][C:15](=[O:16])[CH:14]([NH:13][C:11](=[O:12])[O:10][C:6]([CH3:9])([CH3:8])[CH3:7])[CH2:21][C@H:22]1[C:26]1[CH:31]=[C:30]([F:32])[CH:29]=[C:28]([F:33])[C:27]=1[F:34], predict the reactants needed to synthesize it. (4) Given the product [C:26]([O:25][C:24]([NH:23][C:19]1([C:16]2[CH:15]=[CH:14][C:13]([C:11]3[O:12][C:3]4[C:2]([C:24]([O:25][CH3:26])=[O:30])=[CH:7][N:6]([CH3:8])[C:5](=[O:9])[C:4]=4[C:10]=3[C:31]3[CH:32]=[CH:33][CH:34]=[CH:35][CH:36]=3)=[CH:18][CH:17]=2)[CH2:22][CH2:21][CH2:20]1)=[O:30])([CH3:29])([CH3:27])[CH3:28], predict the reactants needed to synthesize it. The reactants are: Br[C:2]1[C:3]2[O:12][C:11]([C:13]3[CH:18]=[CH:17][C:16]([C:19]4([NH:23][C:24](=[O:30])[O:25][C:26]([CH3:29])([CH3:28])[CH3:27])[CH2:22][CH2:21][CH2:20]4)=[CH:15][CH:14]=3)=[C:10]([C:31]3[CH:36]=[CH:35][CH:34]=[CH:33][CH:32]=3)[C:4]=2[C:5](=[O:9])[N:6]([CH3:8])[CH:7]=1.C(N(CC)CC)C. (5) Given the product [CH2:10]([O:9][CH2:8][CH:3]1[CH2:4][CH2:5][CH2:6][CH2:7][C:2]21[CH2:17][CH2:1]2)[C:11]1[CH:12]=[CH:13][CH:14]=[CH:15][CH:16]=1, predict the reactants needed to synthesize it. The reactants are: [CH2:1]=[C:2]1[CH2:7][CH2:6][CH2:5][CH2:4][CH:3]1[CH2:8][O:9][CH2:10][C:11]1[CH:16]=[CH:15][CH:14]=[CH:13][CH:12]=1.[CH2:17]1C2(CCC(C(OCC)=O)CC2)C1. (6) Given the product [CH3:20][O:21][C:2]1[CH:1]=[CH:6][C:5]2[C:7]3[CH2:13][N:12]([C:26]([O:29][CH2:30][CH3:31])=[O:28])[CH2:11][CH2:10][C:8]=3[N:9]([CH2:14][CH2:15][CH2:16][CH2:17][CH3:18])[C:4]=2[CH:3]=1, predict the reactants needed to synthesize it. The reactants are: [CH:1]1[CH:6]=[C:5]2[C:7]3[CH:13]=[N:12][CH:11]=[CH:10][C:8]=3[NH:9][C:4]2=[CH:3][CH:2]=1.[CH2:14](Br)[CH2:15][CH2:16][CH2:17][CH3:18].[C:20]([O-])([O-])=[O:21].[Cs+].[Cs+].[C:26]([O:29][CH2:30][CH3:31])(=[O:28])C.